Dataset: Catalyst prediction with 721,799 reactions and 888 catalyst types from USPTO. Task: Predict which catalyst facilitates the given reaction. Reactant: Br[CH:2]([C:7]1[CH:12]=[C:11]([Cl:13])[CH:10]=[C:9]([Cl:14])[CH:8]=1)[C:3]([O:5][CH3:6])=[O:4].C(=O)([O-])[O-].[K+].[K+].[NH:21]1[CH2:26][CH2:25][CH:24]([CH2:27][OH:28])[CH2:23][CH2:22]1. Product: [Cl:14][C:9]1[CH:8]=[C:7]([CH:2]([N:21]2[CH2:26][CH2:25][CH:24]([CH2:27][OH:28])[CH2:23][CH2:22]2)[C:3]([O:5][CH3:6])=[O:4])[CH:12]=[C:11]([Cl:13])[CH:10]=1. The catalyst class is: 245.